Dataset: Forward reaction prediction with 1.9M reactions from USPTO patents (1976-2016). Task: Predict the product of the given reaction. (1) Given the reactants [Cl:1][CH2:2][CH2:3][C:4]([C:6]1[CH:7]=[C:8]2[C:13](=[CH:14][CH:15]=1)[NH:12][C:11](=[O:16])[CH2:10][C:9]2([CH3:18])[CH3:17])=O.C([SiH](CC)CC)C, predict the reaction product. The product is: [Cl:1][CH2:2][CH2:3][CH2:4][C:6]1[CH:7]=[C:8]2[C:13](=[CH:14][CH:15]=1)[NH:12][C:11](=[O:16])[CH2:10][C:9]2([CH3:18])[CH3:17]. (2) Given the reactants [F:1][C:2]1[CH:7]=[CH:6][CH:5]=[CH:4][C:3]=1[C:8]1[N:16]=[C:11]2[CH:12]=[N:13][NH:14][CH:15]=[C:10]2[N:9]=1.Cl[CH2:18][C:19]1[O:23][N:22]=[C:21]([C:24]2[CH:29]=[CH:28][C:27]([S:30]([CH3:33])(=[O:32])=[O:31])=[CH:26][CH:25]=2)[CH:20]=1, predict the reaction product. The product is: [F:1][C:2]1[CH:7]=[CH:6][CH:5]=[CH:4][C:3]=1[C:8]1[N:16]=[C:11]2[CH:12]=[N:13][N:14]([CH2:18][C:19]3[O:23][N:22]=[C:21]([C:24]4[CH:25]=[CH:26][C:27]([S:30]([CH3:33])(=[O:32])=[O:31])=[CH:28][CH:29]=4)[CH:20]=3)[CH:15]=[C:10]2[N:9]=1. (3) Given the reactants [C:1]([C:5]1[N:6]=[C:7]([N:16]2[CH2:20][CH2:19][C:18]([F:22])([F:21])[CH2:17]2)[C:8]2[C:9](=[N:11][N:12]([CH2:14][CH3:15])[N:13]=2)[N:10]=1)([CH3:4])([CH3:3])[CH3:2].C(C1N=C(N2CCC(F)(F)C2)C2N=NNC=2N=1)(C)(C)C.ClC[C:45]1[N:49](C)[N:48]=[N:47][N:46]=1, predict the reaction product. The product is: [C:1]([C:5]1[N:6]=[C:7]([N:16]2[CH2:20][CH2:19][C:18]([F:21])([F:22])[CH2:17]2)[C:8]2[C:9](=[N:11][N:12]([CH2:14][C:15]3[N:46]([CH3:45])[N:47]=[N:48][N:49]=3)[N:13]=2)[N:10]=1)([CH3:2])([CH3:3])[CH3:4]. (4) Given the reactants [C:1]1(=[O:11])[NH:5][C:4](=[O:6])[C:3]2=[CH:7][CH:8]=[CH:9][CH:10]=[C:2]12.C1(P(C2C=CC=CC=2)C2C=CC=CC=2)C=CC=CC=1.N(C(OCC)=O)=NC(OCC)=O.[O:43]=[S:44]1(=[O:52])[CH2:49][CH2:48][CH:47]([CH2:50]O)[CH2:46][CH2:45]1, predict the reaction product. The product is: [O:43]=[S:44]1(=[O:52])[CH2:49][CH2:48][CH:47]([CH2:50][N:5]2[C:1](=[O:11])[C:2]3[C:3](=[CH:7][CH:8]=[CH:9][CH:10]=3)[C:4]2=[O:6])[CH2:46][CH2:45]1. (5) Given the reactants [CH2:1]([O:8][CH2:9][C:10]([OH:12])=O)[C:2]1[CH:7]=[CH:6][CH:5]=[CH:4][CH:3]=1.C1CN([P+](ON2N=NC3C=CC=CC2=3)(N2CCCC2)N2CCCC2)CC1.F[P-](F)(F)(F)(F)F.[NH2:46][C:47]1[S:48][C:49]2[CH:55]=[CH:54][CH:53]=[CH:52][C:50]=2[N:51]=1, predict the reaction product. The product is: [S:48]1[C:49]2[CH:55]=[CH:54][CH:53]=[CH:52][C:50]=2[N:51]=[C:47]1[NH:46][C:10](=[O:12])[CH2:9][O:8][CH2:1][C:2]1[CH:3]=[CH:4][CH:5]=[CH:6][CH:7]=1. (6) Given the reactants [CH3:1][O:2][C:3]1[CH:10]=[CH:9][C:6]([CH:7]=O)=[CH:5][C:4]=1[C:11]1[S:12][CH:13]=[CH:14][CH:15]=1.[C:16]([C:19]1[CH:27]=[CH:26][CH:25]=[CH:24][C:20]=1[C:21]([OH:23])=[O:22])(=[O:18])[CH3:17], predict the reaction product. The product is: [CH3:1][O:2][C:3]1[CH:10]=[CH:9][C:6](/[CH:7]=[CH:17]/[C:16]([C:19]2[CH:27]=[CH:26][CH:25]=[CH:24][C:20]=2[C:21]([OH:23])=[O:22])=[O:18])=[CH:5][C:4]=1[C:11]1[S:12][CH:13]=[CH:14][CH:15]=1. (7) Given the reactants S(Cl)([Cl:3])=O.CN(C)C=O.[OH:10][C:11]1[N:19]=[CH:18][CH:17]=[CH:16][C:12]=1[C:13](O)=[O:14], predict the reaction product. The product is: [OH:10][C:11]1[N:19]=[CH:18][CH:17]=[CH:16][C:12]=1[C:13]([Cl:3])=[O:14]. (8) Given the reactants [F:1][C:2]1[CH:3]=[N:4][C:5]([O:17][C:18]2[CH:23]=[CH:22][CH:21]=[C:20]([S:24][CH3:25])[CH:19]=2)=[C:6]([CH:16]=1)[C:7]([NH:9][CH:10]1[CH2:15][CH2:14][NH:13][CH2:12][CH2:11]1)=[O:8].ON1C2C=CC=CC=2N=N1.CN1CCOCC1.[O:43]1[CH2:47][CH2:46][CH:45]([C:48](O)=[O:49])[CH2:44]1.Cl.CN(C)CCCN=C=NCC, predict the reaction product. The product is: [NH3:4].[F:1][C:2]1[CH:3]=[N:4][C:5]([O:17][C:18]2[CH:23]=[CH:22][CH:21]=[C:20]([S:24][CH3:25])[CH:19]=2)=[C:6]([CH:16]=1)[C:7]([NH:9][CH:10]1[CH2:11][CH2:12][N:13]([C:48]([CH:45]2[CH2:46][CH2:47][O:43][CH2:44]2)=[O:49])[CH2:14][CH2:15]1)=[O:8].